Dataset: Reaction yield outcomes from USPTO patents with 853,638 reactions. Task: Predict the reaction yield, written as a fraction of the theoretical maximum amount of product (1.0 means a 100% yield; for example, 0.34 means a 34% yield). (1) The reactants are [CH2:12]([Sn]([CH2:12][CH2:13][CH2:14][CH3:15])([CH2:12][CH2:13][CH2:14][CH3:15])C=C)[CH2:13][CH2:14][CH3:15].BrC1[CH:25]=[C:24]([F:26])[CH:23]=[C:22]2C=1[CH:19]=[CH:20][N:21]2[S:27]([C:30]1[CH:35]=[CH:34][CH:33]=[CH:32][CH:31]=1)(=[O:29])=[O:28]. The catalyst is CC#N. The product is [F:26][C:24]1[CH:23]=[C:22]2[C:12]([CH:19]=[CH:20][N:21]2[S:27]([C:30]2[CH:31]=[CH:32][CH:33]=[CH:34][CH:35]=2)(=[O:29])=[O:28])=[C:13]([CH:14]=[CH2:15])[CH:25]=1. The yield is 0.680. (2) The reactants are [Br:1][C:2]1[CH:9]=[C:8]([F:10])[C:5]([CH:6]=O)=[C:4]([F:11])[CH:3]=1.C(O[BH-](OC(=O)C)OC(=O)C)(=O)C.[Na+].[CH2:26]([NH:28][CH2:29][CH3:30])[CH3:27]. No catalyst specified. The product is [Br:1][C:2]1[CH:9]=[C:8]([F:10])[C:5]([CH2:6][N:28]([CH2:29][CH3:30])[CH2:26][CH3:27])=[C:4]([F:11])[CH:3]=1. The yield is 0.860.